From a dataset of Peptide-MHC class II binding affinity with 134,281 pairs from IEDB. Regression. Given a peptide amino acid sequence and an MHC pseudo amino acid sequence, predict their binding affinity value. This is MHC class II binding data. (1) The peptide sequence is GGGFGMLLRKYGIAA. The MHC is HLA-DQA10501-DQB10201 with pseudo-sequence HLA-DQA10501-DQB10201. The binding affinity (normalized) is 0.0299. (2) The MHC is HLA-DPA10201-DPB10501 with pseudo-sequence HLA-DPA10201-DPB10501. The peptide sequence is SARLRLLRDRLVEGV. The binding affinity (normalized) is 0.398. (3) The peptide sequence is EITGIMKDLDEPGHL. The MHC is DRB1_0405 with pseudo-sequence DRB1_0405. The binding affinity (normalized) is 0.406. (4) The peptide sequence is PTRVVNWEVIIMDEA. The MHC is HLA-DQA10201-DQB10301 with pseudo-sequence HLA-DQA10201-DQB10301. The binding affinity (normalized) is 0.451. (5) The peptide sequence is RQEKWMTGRMGERQL. The MHC is DRB1_0701 with pseudo-sequence DRB1_0701. The binding affinity (normalized) is 0.250.